From a dataset of Full USPTO retrosynthesis dataset with 1.9M reactions from patents (1976-2016). Predict the reactants needed to synthesize the given product. (1) Given the product [CH3:11][O:10][CH2:9][O:8][C:7]1[C:2]([C:19]2[CH:18]=[CH:17][N:16]=[C:15]([CH3:14])[CH:20]=2)=[N:3][CH:4]=[CH:5][C:6]=1[CH:12]=[O:13], predict the reactants needed to synthesize it. The reactants are: Br[C:2]1[C:7]([O:8][CH2:9][O:10][CH3:11])=[C:6]([CH:12]=[O:13])[CH:5]=[CH:4][N:3]=1.[CH3:14][C:15]1[CH:20]=[C:19](B(O)O)[CH:18]=[CH:17][N:16]=1.[O-]P([O-])([O-])=O.[K+].[K+].[K+].CO. (2) Given the product [F:25][C:22]1[CH:21]=[CH:20][C:19]([CH2:18][C@H:14]([NH:13][C:11]([C:9]2[NH:8][C:5]3=[CH:6][N:7]=[C:2]([Cl:1])[CH:3]=[C:4]3[CH:10]=2)=[O:12])[C:15]([N:35]2[CH2:36][CH2:37][CH:32]([O:31][CH2:30][CH2:29][O:28][CH3:27])[CH2:33][CH2:34]2)=[O:16])=[CH:24][CH:23]=1, predict the reactants needed to synthesize it. The reactants are: [Cl:1][C:2]1[CH:3]=[C:4]2[CH:10]=[C:9]([C:11]([NH:13][C@@H:14]([CH2:18][C:19]3[CH:24]=[CH:23][C:22]([F:25])=[CH:21][CH:20]=3)[C:15](O)=[O:16])=[O:12])[NH:8][C:5]2=[CH:6][N:7]=1.Cl.[CH3:27][O:28][CH2:29][CH2:30][O:31][CH:32]1[CH2:37][CH2:36][NH:35][CH2:34][CH2:33]1.